The task is: Predict the reactants needed to synthesize the given product.. This data is from Full USPTO retrosynthesis dataset with 1.9M reactions from patents (1976-2016). (1) Given the product [CH2:1]([O:8][C:9]1[CH:14]=[CH:13][C:12]([C:25]2[CH:26]=[CH:21][CH:22]=[C:23]([C:27]3[CH:32]=[CH:31][CH:30]=[C:29]([C:33]([F:36])([F:34])[F:35])[N:28]=3)[CH:24]=2)=[CH:11][C:10]=1[O:18][CH3:19])[C:2]1[CH:7]=[CH:6][CH:5]=[CH:4][CH:3]=1, predict the reactants needed to synthesize it. The reactants are: [CH2:1]([O:8][C:9]1[CH:14]=[CH:13][C:12](B(O)O)=[CH:11][C:10]=1[O:18][CH3:19])[C:2]1[CH:7]=[CH:6][CH:5]=[CH:4][CH:3]=1.Br[C:21]1[CH:22]=[C:23]([C:27]2[CH:32]=[CH:31][CH:30]=[C:29]([C:33]([F:36])([F:35])[F:34])[N:28]=2)[CH:24]=[CH:25][CH:26]=1.C(=O)([O-])[O-].[Na+].[Na+]. (2) Given the product [Br:9][CH2:8][CH2:7][CH2:6][CH2:5][CH2:4][CH2:3][O:2][C:1]([O:10][CH2:11]/[C:12](/[C:22]1[CH:27]=[CH:26][C:25]([S:28]([CH3:31])(=[O:29])=[O:30])=[CH:24][CH:23]=1)=[C:13](/[C:16]1[CH:17]=[CH:18][CH:19]=[CH:20][CH:21]=1)\[C:14]([OH:35])=[O:15])=[O:32], predict the reactants needed to synthesize it. The reactants are: [C:1](=[O:32])([O:10][CH2:11]/[C:12](/[C:22]1[CH:27]=[CH:26][C:25]([S:28]([CH3:31])(=[O:30])=[O:29])=[CH:24][CH:23]=1)=[C:13](/[C:16]1[CH:21]=[CH:20][CH:19]=[CH:18][CH:17]=1)\[CH2:14][OH:15])[O:2][CH2:3][CH2:4][CH2:5][CH2:6][CH2:7][CH2:8][Br:9].CC(OI1(OC(C)=O)(OC(C)=O)OC(=O)C2C=CC=CC1=2)=[O:35].CC(=CC)C.P(=O)(O)(O)O.[O-]Cl=O.[Na+]. (3) Given the product [CH3:1][C:2]1[CH:7]=[CH:6][C:5]([O-:8])=[CH:4][CH:3]=1.[Na+:10], predict the reactants needed to synthesize it. The reactants are: [CH3:1][C:2]1[CH:7]=[CH:6][C:5]([OH:8])=[CH:4][CH:3]=1.[H-].[Na+:10]. (4) The reactants are: [Br:1][CH2:2][C:3]1[CH:8]=[CH:7][CH:6]=[C:5]([F:9])[C:4]=1[CH2:10]Br.[C:12]1([N:17]2[CH2:21][CH2:20][CH2:19][CH2:18]2)[CH2:16][CH2:15][CH2:14][CH:13]=1.CCN(C(C)C)C(C)C. Given the product [Br-:1].[F:9][C:5]1[C:4]2[CH2:10][CH:13]3[C:12](=[N+:17]4[CH2:21][CH2:20][CH2:19][CH2:18]4)[CH:16]([CH2:2][C:3]=2[CH:8]=[CH:7][CH:6]=1)[CH2:15][CH2:14]3, predict the reactants needed to synthesize it. (5) Given the product [CH3:23][NH:24][C:25]([C:26]1[N:27]=[CH:28][C:29]([C:2]2[CH:3]=[CH:4][C:5]3[O:9][C:8]([CH:10]4[CH2:15][CH2:14][N:13]([C:16]([O:18][CH:19]([CH3:21])[CH3:20])=[O:17])[CH2:12][CH2:11]4)=[N:7][C:6]=3[CH:22]=2)=[CH:30][CH:31]=1)=[O:41], predict the reactants needed to synthesize it. The reactants are: Br[C:2]1[CH:3]=[CH:4][C:5]2[O:9][C:8]([CH:10]3[CH2:15][CH2:14][N:13]([C:16]([O:18][CH:19]([CH3:21])[CH3:20])=[O:17])[CH2:12][CH2:11]3)=[N:7][C:6]=2[CH:22]=1.[CH3:23][NH:24][C:25](=[O:41])[C:26]1[CH:31]=[CH:30][C:29](B2OC(C)(C)C(C)(C)O2)=[CH:28][N:27]=1. (6) The reactants are: [F:1][C:2]([F:20])([F:19])[C:3]1[CH:8]=[CH:7][C:6]([C@@H:9]2[C:18]3[C:13](=[CH:14][CH:15]=[CH:16][CH:17]=3)[CH2:12][CH2:11][NH:10]2)=[CH:5][CH:4]=1.CCN(C(C)C)C(C)C.[C:30](OC(=O)C)(=[O:32])[CH3:31].O. Given the product [F:20][C:2]([F:1])([F:19])[C:3]1[CH:4]=[CH:5][C:6]([C@@H:9]2[C:18]3[C:13](=[CH:14][CH:15]=[CH:16][CH:17]=3)[CH2:12][CH2:11][N:10]2[C:30](=[O:32])[CH3:31])=[CH:7][CH:8]=1, predict the reactants needed to synthesize it.